Regression. Given a peptide amino acid sequence and an MHC pseudo amino acid sequence, predict their binding affinity value. This is MHC class I binding data. From a dataset of Peptide-MHC class I binding affinity with 185,985 pairs from IEDB/IMGT. The peptide sequence is RWMCLRRFII. The MHC is Patr-A0901 with pseudo-sequence Patr-A0901. The binding affinity (normalized) is 0.592.